Dataset: Catalyst prediction with 721,799 reactions and 888 catalyst types from USPTO. Task: Predict which catalyst facilitates the given reaction. Reactant: Br[C:2]1[C:3]([F:11])=[C:4]([C:8](=[O:10])[CH3:9])[CH:5]=[CH:6][CH:7]=1.[CH2:12](B(O)O)[CH3:13].P([O-])([O-])([O-])=O.[K+].[K+].[K+].O. Product: [CH2:12]([C:2]1[C:3]([F:11])=[C:4]([C:8](=[O:10])[CH3:9])[CH:5]=[CH:6][CH:7]=1)[CH3:13]. The catalyst class is: 164.